The task is: Predict the product of the given reaction.. This data is from Forward reaction prediction with 1.9M reactions from USPTO patents (1976-2016). (1) Given the reactants Cl[C:2]1[C:11]2[C:6](=[CH:7][CH:8]=[C:9]([CH3:12])[CH:10]=2)[N:5]=[C:4]([N:13]2[CH2:19][C:18]3[CH:20]=[CH:21][CH:22]=[CH:23][C:17]=3[S:16](=[O:25])(=[O:24])[CH2:15][CH2:14]2)[CH:3]=1.C([N:33]1[CH2:40][CH:39]([NH2:41])[C:35]2([CH2:38][O:37][CH2:36]2)[CH2:34]1)C1C=CC=CC=1, predict the reaction product. The product is: [O:24]=[S:16]1(=[O:25])[C:17]2[CH:23]=[CH:22][CH:21]=[CH:20][C:18]=2[CH2:19][N:13]([C:4]2[CH:3]=[C:2]([NH:41][CH:39]3[C:35]4([CH2:38][O:37][CH2:36]4)[CH2:34][NH:33][CH2:40]3)[C:11]3[C:6](=[CH:7][CH:8]=[C:9]([CH3:12])[CH:10]=3)[N:5]=2)[CH2:14][CH2:15]1. (2) Given the reactants C(C1C=CC(CN)=CC=1)(C)(C)C.O(C(OC(C)(C)C)=O)C(OC(C)(C)C)=O.[C:28]([C:32]1[CH:37]=[CH:36][C:35]([CH2:38][N:39]=[C:40]=[O:41])=[CH:34][CH:33]=1)([CH3:31])([CH3:30])[CH3:29].[NH2:42][CH2:43][C:44]1[CH:49]=[C:48]([CH:50]=[CH2:51])[C:47]([NH:52][S:53]([CH3:56])(=[O:55])=[O:54])=[C:46]([Cl:57])[CH:45]=1, predict the reaction product. The product is: [C:28]([C:32]1[CH:33]=[CH:34][C:35]([CH2:38][NH:39][C:40](=[O:41])[NH:42][CH2:43][C:44]2[CH:49]=[C:48]([CH:50]=[CH2:51])[C:47]([NH:52][S:53]([CH3:56])(=[O:55])=[O:54])=[C:46]([Cl:57])[CH:45]=2)=[CH:36][CH:37]=1)([CH3:31])([CH3:29])[CH3:30]. (3) The product is: [CH:1]([O:4][CH2:5][CH2:6][O:7][C:9]1[CH:16]=[CH:15][C:12]([CH:13]=[O:14])=[CH:11][CH:10]=1)([CH3:3])[CH3:2]. Given the reactants [CH:1]([O:4][CH2:5][CH2:6][OH:7])([CH3:3])[CH3:2].O[C:9]1[CH:16]=[CH:15][C:12]([CH:13]=[O:14])=[CH:11][CH:10]=1.C1(P(C2C=CC=CC=2)C2C=CC=CC=2)C=CC=CC=1.C1COCC1, predict the reaction product. (4) Given the reactants [Cl:1][C:2]1[CH:7]=[CH:6][C:5]([C:8]2[CH:13]=[C:12]([CH3:14])[N:11]3[N:15]=[CH:16][C:17](I)=[C:10]3[N:9]=2)=[CH:4][CH:3]=1.[C:19]([C:21]1[CH:26]=[CH:25][C:24]([S:27]([NH2:30])(=[O:29])=[O:28])=[CH:23][CH:22]=1)#[CH:20], predict the reaction product. The product is: [Cl:1][C:2]1[CH:7]=[CH:6][C:5]([C:8]2[CH:13]=[C:12]([CH3:14])[N:11]3[N:15]=[CH:16][C:17]([C:20]#[C:19][C:21]4[CH:22]=[CH:23][C:24]([S:27]([NH2:30])(=[O:29])=[O:28])=[CH:25][CH:26]=4)=[C:10]3[N:9]=2)=[CH:4][CH:3]=1. (5) Given the reactants [N+:1]([C:4]1[CH:5]=[C:6]([CH:17]=[CH:18][C:19]=1[C:20]1[CH:25]=[CH:24][CH:23]=[CH:22][CH:21]=1)[O:7][CH2:8][CH2:9][CH2:10][CH2:11][CH2:12][CH2:13][CH2:14][CH2:15][OH:16])([O-:3])=[O:2].N1C=CN=C1.[C:31]([Si:35]([CH3:38])([CH3:37])Cl)([CH3:34])([CH3:33])[CH3:32], predict the reaction product. The product is: [C:31]([Si:35]([CH3:38])([CH3:37])[O:16][CH2:15][CH2:14][CH2:13][CH2:12][CH2:11][CH2:10][CH2:9][CH2:8][O:7][C:6]1[CH:17]=[CH:18][C:19]([C:20]2[CH:21]=[CH:22][CH:23]=[CH:24][CH:25]=2)=[C:4]([N+:1]([O-:3])=[O:2])[CH:5]=1)([CH3:34])([CH3:33])[CH3:32]. (6) Given the reactants [CH3:1][O:2][C:3]1[C:4]([CH3:26])=[C:5]([C:17]([O:24][CH3:25])=[C:18]([O:22][CH3:23])[C:19]=1[O:20][CH3:21])[CH2:6][C:7]1[CH:15]=[CH:14][C:10]([C:11]([OH:13])=[O:12])=[C:9]([OH:16])[CH:8]=1.[C:27](OC(=O)C)(=[O:29])[CH3:28], predict the reaction product. The product is: [CH3:1][O:2][C:3]1[C:4]([CH3:26])=[C:5]([C:17]([O:24][CH3:25])=[C:18]([O:22][CH3:23])[C:19]=1[O:20][CH3:21])[CH2:6][C:7]1[CH:15]=[CH:14][C:10]([C:11]([OH:13])=[O:12])=[C:9]([O:16][C:27](=[O:29])[CH3:28])[CH:8]=1. (7) The product is: [Cl:1][C:2]1[CH:3]=[CH:4][C:5]([CH:8]2[C:9]3[C:10](=[N:11][N:12]([CH3:14])[CH:13]=3)[C:15](=[O:16])[N:18]2[C:19]2[CH:24]=[C:23]([F:25])[C:22](=[O:26])[N:21]([CH3:27])[CH:20]=2)=[CH:6][CH:7]=1. Given the reactants [Cl:1][C:2]1[CH:7]=[CH:6][C:5]([CH:8]([NH:18][C:19]2[CH:24]=[C:23]([F:25])[C:22](=[O:26])[N:21]([CH3:27])[CH:20]=2)[C:9]2[C:10]([C:15](O)=[O:16])=[N:11][N:12]([CH3:14])[CH:13]=2)=[CH:4][CH:3]=1, predict the reaction product. (8) Given the reactants [NH2:1][C:2]1[N:7]=[CH:6][N:5]=[C:4]([C:8]2[NH:12][C:11]([C:13]([NH2:15])=[O:14])=[C:10]([C:16]3[CH:21]=[C:20]([Cl:22])[CH:19]=[CH:18][C:17]=3[CH3:23])[CH:9]=2)[CH:3]=1.FC(F)(F)S(O[CH2:30][C:31](F)(F)F)(=O)=O, predict the reaction product. The product is: [NH2:1][C:2]1[N:7]=[CH:6][N:5]=[C:4]([C:8]2[N:12]([CH2:30][CH3:31])[C:11]([C:13]([NH2:15])=[O:14])=[C:10]([C:16]3[CH:21]=[C:20]([Cl:22])[CH:19]=[CH:18][C:17]=3[CH3:23])[CH:9]=2)[CH:3]=1. (9) Given the reactants [C:1]([O:5][C:6]([N:8]1[CH2:13][C@H:12]([CH3:14])[NH:11][C@H:10]([CH3:15])[CH2:9]1)=[O:7])([CH3:4])([CH3:3])[CH3:2].[CH3:16][C:17]([CH:19]=[CH2:20])=[O:18], predict the reaction product. The product is: [C:1]([O:5][C:6]([N:8]1[CH2:13][C@H:12]([CH3:14])[N:11]([CH2:20][CH2:19][C:17](=[O:18])[CH3:16])[C@H:10]([CH3:15])[CH2:9]1)=[O:7])([CH3:4])([CH3:2])[CH3:3].